This data is from Catalyst prediction with 721,799 reactions and 888 catalyst types from USPTO. The task is: Predict which catalyst facilitates the given reaction. (1) Reactant: C([Li])CCC.[CH3:6][N:7]1[CH:11]=[CH:10][N:9]=[N:8]1.[CH:12]([CH:14]1[CH2:17][N:16]([C:18]([O:20][C:21]([CH3:24])([CH3:23])[CH3:22])=[O:19])[CH2:15]1)=[O:13].O. Product: [OH:13][CH:12]([C:11]1[N:7]([CH3:6])[N:8]=[N:9][CH:10]=1)[CH:14]1[CH2:17][N:16]([C:18]([O:20][C:21]([CH3:24])([CH3:23])[CH3:22])=[O:19])[CH2:15]1. The catalyst class is: 56. (2) Reactant: [Cl:1][C:2]1[CH:10]=[CH:9][C:8]([N+:11]([O-:13])=[O:12])=[CH:7][C:3]=1[C:4](Cl)=[O:5].C([Sn](CCCC)(CCCC)[C:19]1[O:20][CH:21]=[CH:22][CH:23]=1)CCC. Product: [O:20]1[CH:21]=[CH:22][CH:23]=[C:19]1[C:4]([C:3]1[CH:7]=[C:8]([N+:11]([O-:13])=[O:12])[CH:9]=[CH:10][C:2]=1[Cl:1])=[O:5]. The catalyst class is: 7. (3) Reactant: C[O:2][C:3](=[O:21])[CH:4]=[CH:5][C:6]1[CH:11]=[CH:10][C:9]([C:12]([F:15])([F:14])[F:13])=[CH:8][C:7]=1[O:16][CH2:17][CH2:18][CH2:19][CH3:20].[Li+].[OH-]. Product: [CH2:17]([O:16][C:7]1[CH:8]=[C:9]([C:12]([F:14])([F:13])[F:15])[CH:10]=[CH:11][C:6]=1[CH:5]=[CH:4][C:3]([OH:21])=[O:2])[CH2:18][CH2:19][CH3:20]. The catalyst class is: 36. (4) Product: [F:27][C:8]([F:7])([F:28])[C:9]1[CH:14]=[CH:13][CH:12]=[CH:11][C:10]=1[C:15]1[CH:20]=[CH:19][N:18]2[N:21]=[CH:22][C:1]([C:2]([Cl:4])=[O:3])=[C:17]2[N:16]=1. Reactant: [C:1](Cl)(=O)[C:2]([Cl:4])=[O:3].[F:7][C:8]([F:28])([F:27])[C:9]1[CH:14]=[CH:13][CH:12]=[CH:11][C:10]=1[C:15]1[CH:20]=[CH:19][N:18]2[N:21]=[CH:22]C(C(O)=O)=[C:17]2[N:16]=1. The catalyst class is: 3. (5) Reactant: [Cl:1][C:2]1[N+:7]([O-:8])=[N:6][C:5]([O:9][C:10]2[CH:15]=[CH:14][CH:13]=[CH:12][C:11]=2SC)=[CH:4][CH:3]=1.Cl[C:19]1C=CC=C(C(OO)=O)C=1.[S:29]([O-:32])([O-])=[O:30].[Na+].[Na+]. Product: [Cl:1][C:2]1[N+:7]([O-:8])=[N:6][C:5]([O:9][C:10]2[CH:15]=[CH:14][CH:13]=[CH:12][C:11]=2[S:29]([CH3:19])(=[O:32])=[O:30])=[CH:4][CH:3]=1. The catalyst class is: 26. (6) Reactant: [CH3:1][O-:2].[Na+].F[C:5]1[CH:10]=[CH:9][C:8]([C:11]([F:14])([F:13])[F:12])=[CH:7][C:6]=1[O:15][CH2:16][C:17]1[CH:22]=[CH:21][CH:20]=[CH:19][CH:18]=1. Product: [CH2:16]([O:15][C:6]1[CH:7]=[C:8]([C:11]([F:14])([F:13])[F:12])[CH:9]=[CH:10][C:5]=1[O:2][CH3:1])[C:17]1[CH:22]=[CH:21][CH:20]=[CH:19][CH:18]=1. The catalyst class is: 5. (7) Reactant: [NH2:1][C:2]1[C:3]([C:23]([NH:25][CH3:26])=[O:24])=[N:4][C:5]([C:8]2[CH:13]=[CH:12][CH:11]=[C:10]([C:14]([NH:16][CH2:17][CH:18]3[CH2:22][CH2:21][CH2:20][NH:19]3)=[O:15])[CH:9]=2)=[CH:6][N:7]=1.[CH:27](=O)[C:28]1[CH:33]=[CH:32][CH:31]=[CH:30][CH:29]=1.C([BH3-])#N.[Na+].C(O)(=O)C. Product: [NH2:1][C:2]1[C:3]([C:23]([NH:25][CH3:26])=[O:24])=[N:4][C:5]([C:8]2[CH:13]=[CH:12][CH:11]=[C:10]([C:14]([NH:16][CH2:17][CH:18]3[CH2:22][CH2:21][CH2:20][N:19]3[CH2:27][C:28]3[CH:33]=[CH:32][CH:31]=[CH:30][CH:29]=3)=[O:15])[CH:9]=2)=[CH:6][N:7]=1. The catalyst class is: 5. (8) Reactant: [C:1]([O:4][CH:5]1[C:6]([OH:54])([CH3:53])[CH2:7][CH2:8][CH:9]([O:47][CH:48]([O:50][CH2:51][CH3:52])[CH3:49])[CH2:10][C:11]([O:13][CH:14](/[C:19](/[CH3:46])=[CH:20]/[CH:21]=[CH:22]/[C:23]([O:40][CH:41]([O:43][CH2:44][CH3:45])[CH3:42])([CH3:39])[CH2:24][CH:25]2[O:38][CH:26]2[CH:27]([CH3:37])[CH:28]([O:31][CH:32]([O:34][CH2:35][CH3:36])[CH3:33])[CH2:29][CH3:30])[CH:15]([CH3:18])[CH:16]=[CH:17]1)=[O:12])(=[O:3])[CH3:2].[CH3:55]N(C1C2C(=CC=CC=2N(C)C)C=CC=1)C.FC(F)(F)S(OC)(=O)=O. Product: [C:1]([O:4][CH:5]1[C:6]([O:54][CH3:55])([CH3:53])[CH2:7][CH2:8][CH:9]([O:47][CH:48]([O:50][CH2:51][CH3:52])[CH3:49])[CH2:10][C:11]([O:13][CH:14](/[C:19](/[CH3:46])=[CH:20]/[CH:21]=[CH:22]/[C:23]([O:40][CH:41]([O:43][CH2:44][CH3:45])[CH3:42])([CH3:39])[CH2:24][CH:25]2[O:38][CH:26]2[CH:27]([CH3:37])[CH:28]([O:31][CH:32]([O:34][CH2:35][CH3:36])[CH3:33])[CH2:29][CH3:30])[CH:15]([CH3:18])[CH:16]=[CH:17]1)=[O:12])(=[O:3])[CH3:2]. The catalyst class is: 11.